Regression. Given two drug SMILES strings and cell line genomic features, predict the synergy score measuring deviation from expected non-interaction effect. From a dataset of NCI-60 drug combinations with 297,098 pairs across 59 cell lines. Drug 1: CC1C(C(CC(O1)OC2CC(CC3=C2C(=C4C(=C3O)C(=O)C5=C(C4=O)C(=CC=C5)OC)O)(C(=O)C)O)N)O.Cl. Drug 2: CC1=CC2C(CCC3(C2CCC3(C(=O)C)OC(=O)C)C)C4(C1=CC(=O)CC4)C. Cell line: SR. Synergy scores: CSS=83.4, Synergy_ZIP=29.0, Synergy_Bliss=28.1, Synergy_Loewe=-27.2, Synergy_HSA=28.0.